Dataset: Catalyst prediction with 721,799 reactions and 888 catalyst types from USPTO. Task: Predict which catalyst facilitates the given reaction. (1) Reactant: [CH:1]1([N:5]2[CH2:10][CH2:9][CH:8]([CH2:11][CH:12]3[CH2:17][CH2:16][NH:15][CH2:14][CH2:13]3)[CH2:7][CH2:6]2)[CH2:4][CH2:3][CH2:2]1.[CH3:18][C:19]([C:21]1[CH:26]=[CH:25][C:24](F)=[CH:23][CH:22]=1)=[O:20].C(=O)([O-])[O-].[K+].[K+]. Product: [CH:1]1([N:5]2[CH2:6][CH2:7][CH:8]([CH2:11][CH:12]3[CH2:17][CH2:16][N:15]([C:24]4[CH:25]=[CH:26][C:21]([C:19](=[O:20])[CH3:18])=[CH:22][CH:23]=4)[CH2:14][CH2:13]3)[CH2:9][CH2:10]2)[CH2:4][CH2:3][CH2:2]1. The catalyst class is: 16. (2) Reactant: [CH3:1][O:2][C:3]1[CH:8]=[CH:7][C:6]([CH:9]=[CH:10][C:11]([C:13]2[CH:18]=[CH:17][CH:16]=[CH:15][N:14]=2)=[O:12])=[CH:5][CH:4]=1.S(O)(O)(=O)=[O:20].[NH2:24][C:25]1[CH:26]=[N:27][N:28]([CH2:31][CH3:32])[C:29]=1[OH:30].O. Product: [C:11]([O-:20])(=[O:12])[CH3:13].[CH2:31]([N:28]1[C:29]([OH:30])=[C:25](/[N:24]=[C:11]2\[CH:10]=[C:9]([C:6]3[CH:7]=[CH:8][C:3]([O:2][CH3:1])=[CH:4][CH:5]=3)[N+:14]3[C:13]\2=[CH:18][CH:17]=[CH:16][CH:15]=3)[CH:26]=[N:27]1)[CH3:32]. The catalyst class is: 15. (3) Reactant: C[O:2][C:3](=[O:41])[C:4]([O:7][C:8]1[CH:13]=[CH:12][CH:11]=[C:10]([CH:14]2[CH2:40][CH2:39][C:17]3([N:21]([CH2:22][CH2:23][C:24]4[CH:29]=[CH:28][C:27]([Cl:30])=[CH:26][C:25]=4[Cl:31])[C:20](=[O:32])[N:19]([CH2:33][CH:34]4[CH2:37][CH2:36][CH2:35]4)[C:18]3=[O:38])[CH2:16][CH2:15]2)[CH:9]=1)([CH3:6])[CH3:5].O.[OH-].[Li+].O. Product: [CH:34]1([CH2:33][N:19]2[C:18](=[O:38])[C:17]3([CH2:39][CH2:40][CH:14]([C:10]4[CH:9]=[C:8]([CH:13]=[CH:12][CH:11]=4)[O:7][C:4]([CH3:6])([CH3:5])[C:3]([OH:41])=[O:2])[CH2:15][CH2:16]3)[N:21]([CH2:22][CH2:23][C:24]3[CH:29]=[CH:28][C:27]([Cl:30])=[CH:26][C:25]=3[Cl:31])[C:20]2=[O:32])[CH2:35][CH2:36][CH2:37]1. The catalyst class is: 57. (4) Reactant: [CH3:1][O:2][CH2:3][CH2:4][O:5][C:6]1[CH:7]=[C:8]2[C:13](=[CH:14][C:15]=1[O:16][CH2:17][CH2:18][O:19][CH3:20])[N:12]=[CH:11][NH:10][C:9]2=O.O=P(Cl)(Cl)[Cl:24]. The catalyst class is: 11. Product: [Cl:24][C:9]1[C:8]2[C:13](=[CH:14][C:15]([O:16][CH2:17][CH2:18][O:19][CH3:20])=[C:6]([O:5][CH2:4][CH2:3][O:2][CH3:1])[CH:7]=2)[N:12]=[CH:11][N:10]=1.